From a dataset of Merck oncology drug combination screen with 23,052 pairs across 39 cell lines. Regression. Given two drug SMILES strings and cell line genomic features, predict the synergy score measuring deviation from expected non-interaction effect. (1) Drug 1: O=C(CCCCCCC(=O)Nc1ccccc1)NO. Drug 2: CS(=O)(=O)CCNCc1ccc(-c2ccc3ncnc(Nc4ccc(OCc5cccc(F)c5)c(Cl)c4)c3c2)o1. Cell line: DLD1. Synergy scores: synergy=19.6. (2) Drug 1: C#Cc1cccc(Nc2ncnc3cc(OCCOC)c(OCCOC)cc23)c1. Drug 2: COC1CC2CCC(C)C(O)(O2)C(=O)C(=O)N2CCCCC2C(=O)OC(C(C)CC2CCC(OP(C)(C)=O)C(OC)C2)CC(=O)C(C)C=C(C)C(O)C(OC)C(=O)C(C)CC(C)C=CC=CC=C1C. Cell line: NCIH520. Synergy scores: synergy=20.0.